From a dataset of Reaction yield outcomes from USPTO patents with 853,638 reactions. Predict the reaction yield, written as a fraction of the theoretical maximum amount of product (1.0 means a 100% yield; for example, 0.34 means a 34% yield). (1) The reactants are [CH3:1][C:2]1[C:10]2[C:5](=[CH:6][C:7]([NH:11][C:12]3[N:28]=[C:15]4[CH:16]=[CH:17][CH:18]=[C:19]([NH:20][CH2:21][CH:22]5[CH2:27][CH2:26][O:25][CH2:24][CH2:23]5)[N:14]4[N:13]=3)=[CH:8][CH:9]=2)[N:4](S(C2C=CC(C)=CC=2)(=O)=O)[N:3]=1.C1(P(C2C=CC=CC=2)C2C3OC4C(=CC=CC=4P(C4C=CC=CC=4)C4C=CC=CC=4)C(C)(C)C=3C=CC=2)C=CC=CC=1.BrC1C=C2C(C(C)=NN2S(C2C=CC(C)=CC=2)(=O)=O)=CC=1.C(=O)([O-])[O-].[Cs+].[Cs+]. The catalyst is O1CCOCC1.C1C=CC(/C=C/C(/C=C/C2C=CC=CC=2)=O)=CC=1.C1C=CC(/C=C/C(/C=C/C2C=CC=CC=2)=O)=CC=1.C1C=CC(/C=C/C(/C=C/C2C=CC=CC=2)=O)=CC=1.[Pd].[Pd].O. The product is [CH3:1][C:2]1[C:10]2[C:5](=[CH:6][C:7]([NH:11][C:12]3[N:28]=[C:15]4[CH:16]=[CH:17][CH:18]=[C:19]([NH:20][CH2:21][CH:22]5[CH2:27][CH2:26][O:25][CH2:24][CH2:23]5)[N:14]4[N:13]=3)=[CH:8][CH:9]=2)[NH:4][N:3]=1. The yield is 0.800. (2) The reactants are [Br:1][C:2]1[CH:3]=[CH:4][C:5]([OH:11])=[C:6]([C:8](=[O:10])[CH3:9])[CH:7]=1.[F:12][C:13]([F:24])([F:23])[O:14][C:15]1[CH:22]=[CH:21][C:18]([CH:19]=O)=[CH:17][CH:16]=1.[OH-].[Na+].Cl. The catalyst is CCO.O.C(OCC)C. The product is [Br:1][C:2]1[CH:3]=[CH:4][C:5]([OH:11])=[C:6]([C:8](=[O:10])/[CH:9]=[CH:19]/[C:18]2[CH:21]=[CH:22][C:15]([O:14][C:13]([F:12])([F:23])[F:24])=[CH:16][CH:17]=2)[CH:7]=1. The yield is 0.800. (3) The reactants are [CH2:1]([N:11]1[C:23]2[CH:22]=[CH:21][CH:20]=[CH:19][C:18]=2[C:17]2[C:12]1=[CH:13][CH:14]=[CH:15][CH:16]=2)[CH2:2][CH2:3][CH2:4][CH2:5][CH2:6][CH2:7][CH2:8][CH2:9][CH3:10].[Br:24]N1C(=O)CCC1=O. The catalyst is ClCCl. The product is [Br:24][C:16]1[C:17]2[C:18]3[C:23](=[CH:22][CH:21]=[CH:20][CH:19]=3)[N:11]([CH2:1][CH2:2][CH2:3][CH2:4][CH2:5][CH2:6][CH2:7][CH2:8][CH2:9][CH3:10])[C:12]=2[CH:13]=[CH:14][CH:15]=1. The yield is 0.870. (4) The reactants are [F:1][C:2]1[CH:22]=[C:21](I)[CH:20]=[CH:19][C:3]=1[NH:4][C:5]1[C:6]([C:13]([NH:15][CH2:16][CH2:17][OH:18])=[O:14])=[CH:7][N:8]([CH3:12])[C:9](=[O:11])[CH:10]=1.[CH2:24]([OH:27])[C:25]#[CH:26]. The catalyst is C1COCC1.CN(C=O)C.[Cu]I.Cl[Pd](Cl)([P](C1C=CC=CC=1)(C1C=CC=CC=1)C1C=CC=CC=1)[P](C1C=CC=CC=1)(C1C=CC=CC=1)C1C=CC=CC=1. The product is [F:1][C:2]1[CH:22]=[C:21]([C:26]#[C:25][CH2:24][OH:27])[CH:20]=[CH:19][C:3]=1[NH:4][C:5]1[C:6]([C:13]([NH:15][CH2:16][CH2:17][OH:18])=[O:14])=[CH:7][N:8]([CH3:12])[C:9](=[O:11])[CH:10]=1. The yield is 0.790. (5) The reactants are [CH3:1][C:2]1[C:16](=[O:17])[N:15]=[C:14]2[N:4]([C@@H:5]3[O:9][C@H:8]([CH2:10][OH:11])[C@@H:7]([OH:12])[C@@H:6]3[O:13]2)[CH:3]=1.[CH3:18][O:19][CH2:20][CH2:21][O:22]B([O:22][CH2:21][CH2:20][O:19][CH3:18])[O:22][CH2:21][CH2:20][O:19][CH3:18]. The catalyst is COCCO. The product is [CH3:18][O:19][CH2:20][CH2:21][O:22][C@@H:6]1[C@H:7]([OH:12])[C@@H:8]([CH2:10][OH:11])[O:9][C@H:5]1[N:4]1[CH:3]=[C:2]([CH3:1])[C:16](=[O:17])[NH:15][C:14]1=[O:13]. The yield is 0.630. (6) The reactants are [Cl:1][C:2]1[CH:7]=[CH:6][C:5]([C:8]2[N:9](S(C3C=CC=CC=3)(=O)=O)[CH:10]=[C:11]([C:13]([C:15]3[CH:20]=[CH:19][C:18]([F:21])=[CH:17][CH:16]=3)=[O:14])[N:12]=2)=[CH:4][CH:3]=1.[F-].C([N+](CCCC)(CCCC)CCCC)CCC.C([O-])(O)=O.[Na+]. The catalyst is C1COCC1. The product is [Cl:1][C:2]1[CH:3]=[CH:4][C:5]([C:8]2[NH:9][CH:10]=[C:11]([C:13]([C:15]3[CH:20]=[CH:19][C:18]([F:21])=[CH:17][CH:16]=3)=[O:14])[N:12]=2)=[CH:6][CH:7]=1. The yield is 0.837. (7) The reactants are [CH:1]([C:3]1[CH:37]=[CH:36][C:6]([CH2:7][N:8]2[C:13](=[O:14])[C:12]([CH2:15][C:16]3[CH:21]=[CH:20][C:19]([C:22]4[C:23]([C:28]#[N:29])=[CH:24][CH:25]=[CH:26][CH:27]=4)=[CH:18][CH:17]=3)=[C:11]([CH2:30][CH2:31][CH3:32])[N:10]3[N:33]=[CH:34][N:35]=[C:9]23)=[CH:5][CH:4]=1)=[O:2].[CH3:38][Mg]Br.[Cl-].[NH4+]. The catalyst is O1CCCC1. The product is [OH:2][CH:1]([C:3]1[CH:4]=[CH:5][C:6]([CH2:7][N:8]2[C:13](=[O:14])[C:12]([CH2:15][C:16]3[CH:21]=[CH:20][C:19]([C:22]4[C:23]([C:28]#[N:29])=[CH:24][CH:25]=[CH:26][CH:27]=4)=[CH:18][CH:17]=3)=[C:11]([CH2:30][CH2:31][CH3:32])[N:10]3[N:33]=[CH:34][N:35]=[C:9]23)=[CH:36][CH:37]=1)[CH3:38]. The yield is 0.900. (8) The yield is 0.870. The product is [CH3:2][O:3][C:4]([C:6]1[C:11]([Cl:12])=[C:10]([NH2:1])[N:9]=[C:8]([Cl:14])[N:7]=1)=[O:5]. The catalyst is O1CCOCC1. The reactants are [NH3:1].[CH3:2][O:3][C:4]([C:6]1[C:11]([Cl:12])=[C:10](Cl)[N:9]=[C:8]([Cl:14])[N:7]=1)=[O:5].